From a dataset of Forward reaction prediction with 1.9M reactions from USPTO patents (1976-2016). Predict the product of the given reaction. (1) Given the reactants P([O-])([O-])([O-])=O.[K+].[K+].[K+].O.[C:10]([C:14]1[CH:15]=[C:16](B(O)O)[CH:17]=[CH:18][CH:19]=1)([CH3:13])([CH3:12])[CH3:11].Br[C:24]1[CH:25]=[CH:26][CH:27]=[C:28]2[C:32]=1[CH2:31][CH:30]=[CH:29]2, predict the reaction product. The product is: [C:10]([C:14]1[CH:15]=[C:16]([C:27]2[CH:26]=[CH:25][CH:24]=[C:32]3[C:28]=2[CH:29]=[CH:30][CH2:31]3)[CH:17]=[CH:18][CH:19]=1)([CH3:13])([CH3:12])[CH3:11]. (2) Given the reactants [CH2:1]([O:8][C:9]1[CH:16]=[CH:15][C:12]([C:13]#[N:14])=[C:11]([OH:17])[CH:10]=1)[C:2]1[CH:7]=[CH:6][CH:5]=[CH:4][CH:3]=1.I[CH3:19].[H-].[Na+], predict the reaction product. The product is: [CH2:1]([O:8][C:9]1[CH:16]=[CH:15][C:12]([C:13]#[N:14])=[C:11]([O:17][CH3:19])[CH:10]=1)[C:2]1[CH:3]=[CH:4][CH:5]=[CH:6][CH:7]=1.